This data is from Experimentally validated miRNA-target interactions with 360,000+ pairs, plus equal number of negative samples. The task is: Binary Classification. Given a miRNA mature sequence and a target amino acid sequence, predict their likelihood of interaction. (1) The miRNA is cel-miR-51-5p with sequence UACCCGUAGCUCCUAUCCAUGUU. The protein sequence of the target gene is MELSYRLFICLLLWGSTELCYPQPLWLLQGGASHPETSVQPVLVECQEATLMVMVSKDLFGTGKLIRAADLTLGPEACEPLVSMDTEDVVRFEVGLHECGNSMQVTDDALVYSTFLLHDPRPVGNLSIVRTNRAEIPIECRYPRQGNVSSQAILPTWLPFRTTVFSEEKLTFSLRLMEENWNAEKRSPTFHLGDAAHLQAEIHTGSHVPLRLFVDHCVATPTPDQNASPYHTIVDFHGCLVDGLTDASSAFKVPRPGPDTLQFTVDVFHFANDSRNMIYITCHLKVTLAEQDPDELNKAC.... Result: 0 (no interaction). (2) The miRNA is hsa-miR-4758-5p with sequence GUGAGUGGGAGCCGGUGGGGCUG. The protein sequence of the target gene is MSDSVILRSVKKFGEENHAFESDGFHNNDKKSRLQDKKKGEGARVGFFELFRFSSSKDNWLMFMGSVCALLHGMAQPGMIIVFGILTDIFVEYDIERQELSIPEKVCMNNTIVWINSSFNQNMTNGTSCGLVDINSEVIKFSGIYAGVGVAVLILGYFQIRLWVITGARQIRKMRKFYFRRIMRMEIGWFDCTSVGELNSRFSDDINKIDEAIADQMALFLQRLSTALSGLLLGFYRGWKLTLVILAVSPLIGIGAAVIGLSVAKFTELELKAYAKAGSIADEVLSSIRTVAAFGGENKE.... Result: 0 (no interaction). (3) The miRNA is hsa-miR-6808-5p with sequence CAGGCAGGGAGGUGGGACCAUG. The protein sequence of the target gene is MAAAALPPRPLLLLPLVLLLSGRPTRADSKVFGDLDQVRMTSEGSDCRCKCIMRPLSKDACSRVRSGRARVEDFYTVETVSSGTDCRCSCTAPPSSLNPCENEWKMEKLKKQAPELLKLQSMVDLLEGTLYSMDLMKVHAYVHKVASQMNTLEESIKANLSRENEVVKDSVRHLSEQLRHYENHSAIMLGIKKELSRLGLQLLQKDAAAAPATPATGTGSKAQDTARGKGKDISKYGSVQKSFADRGLPKPPKEKLLQVEKLRKESGKGSFLQPTAKPRALAQQQAVIRGFTYYKAGKQE.... Result: 1 (interaction). (4) The miRNA is hsa-miR-520a-3p with sequence AAAGUGCUUCCCUUUGGACUGU. The protein sequence of the target gene is MEGRSAAAETFVWVNNASAHSQSVAKAKYEFLFGRSEGKAPDTSDHGGSTLLPPNVTNEFPEYGTMEEGGEGLRASLEFDGEALPCHPQEQQGVQPLTGCHSGLDSVTEGPKDVREAPSQSHLKEQSLQPIDSLISALKATEARIISGTLQATKVLDQDAVSSFSVQQVEKELDTASRKTQRVNKTLPAGQKNLPEIPLSAEVTTEESFYLSIQKDLTALLTGDTQAEISQIMNNGRKGAVCVQEPSCPLASLGSSAVTCHSAGSVGFLKEQRSALGREHPGGCDRSSSMGRPGRVKHVE.... Result: 1 (interaction). (5) The protein sequence of the target gene is MQRAAALVRRGCGPRTPSSWGRSQSSAAAEASAVLKVRPERSRRERILTLESMNPQVKAVEYAVRGPIVLKAGEIELELQRGIKKPFTEVIRANIGDAQAMGQQPITFLRQVMALCTYPNLLDSPSFPEDAKKRARRILQACGGNSLGSYSASQGVNCIREDVAAYITRRDGGVPADPDNIYLTTGASDGISTILKILVSGGGKSRTGVMIPIPQYPLYSAVISELDAIQVNYYLDEENCWALNVNELRRAVQEAKDHCDPKVLCIINPGNPTGQVQSRKCIEDVIHFAWEEKLFLLADE.... Result: 1 (interaction). The miRNA is hsa-miR-5093 with sequence AGGAAAUGAGGCUGGCUAGGAGC. (6) The miRNA is mmu-miR-7020-3p with sequence AACCCCUCUCUUCUCUCCCAG. The protein sequence of the target gene is MKVRSAGSDRDVLCVTEEDLAGEDEDMPSFPCTQEGRAGPRCNRCQKNLSLHTSVRILYLFLTLLLVAVAVLASLVFRKVDSLSEDISLAQSIYNKKLVSMQENLQGLDPKALINCSFCREAEQLGQEIRKVQEELEGLQKMLLAQEVQLDQTSQTHELLSTRSSQISQEMGSCSFSIHQVNQSLGLFLAQVRGWQATTAGMDITLKDLTQECYDVKAAVHQINFTVGQTAEWIHGIQRKTDEETLTLQKIVTDWQNYTRLFGGLRTTSAKTGEIVKTIQTTLGASSQRISQNSESMHDL.... Result: 0 (no interaction). (7) The miRNA is hsa-miR-6731-5p with sequence UGGGAGAGCAGGGUAUUGUGGA. The protein sequence of the target gene is MAAEQDPEARAAARPLLTDLYQATMALGYWRAGRARDAAEFELFFRRCPFGGAFALAAGLRDCVRFLRAFRLRDADVQFLASVLPPDTDPAFFEHLRALDCSEVTVRALPEGSLAFPGVPLLQVSGPLLVVQLLETPLLCLVSYASLVATNAARLRLIAGPEKRLLEMGLRRAQGPDGGLTASTYSYLGGFDSSSNVLAGQLRGVPVAGTLAHSFVTSFSGSEVPPDPMLAPAAGEGPGVDLAAKAQVWLEQVCAHLGLGVQEPHPGERAAFVAYALAFPRAFQGLLDTYSVWRSGLPNF.... Result: 0 (no interaction). (8) The miRNA is hsa-miR-4753-5p with sequence CAAGGCCAAAGGAAGAGAACAG. The protein sequence of the target gene is MSAVGAATPYLHHPGDSHSGRVSFLGAQLPPEVAAMARLLGDLDRSTFRKLLKFVVSSLQGEDCREAVQRLGVSANLPEEQLGALLAGMHTLLQQALRLPPTSLKPDTFRDQLQELCIPQDLVGDLASVVFGSQRPLLDSVAQQQGAWLPHVADFRWRVDVAISTSALARSLQPSVLMQLKLSDGSAYRFEVPTAKFQELRYSVALVLKEMADLEKRCERRLQD. Result: 0 (no interaction). (9) The miRNA is hsa-miR-8075 with sequence UGCUGAUGGCAGAUGUCGGGUCUG. The protein sequence of the target gene is MSRIESLTRARIDRSRELASKTREKEKMKEAKDARYTNGHLFTTISVSGMTMCYACNKSITAKEALICPTCNVTIHNRCKDTLANCTKVKQKQQKAALLKNNTALQSVSLRSKTTIRERPSSAIYPSDSFRQSLLGSRRGRSSLSLAKSVSTTNIAGHFNDESPLGLRRILSQSTDSLNMRNRTLSVESLIDEAEVIYSELMSDFEMDEKDFAADSWSLAVDSSFLQQHKKEVMKQQDVIYELIQTELHHVRTLKIMTRLFRTGMLEELHLEPGVVQGLFPCVDELSDIHTRFLSQLLER.... Result: 0 (no interaction).